Dataset: Reaction yield outcomes from USPTO patents with 853,638 reactions. Task: Predict the reaction yield, written as a fraction of the theoretical maximum amount of product (1.0 means a 100% yield; for example, 0.34 means a 34% yield). (1) The reactants are Cl.[CH3:2][NH:3][OH:4].[CH3:5][O-:6].[Na+].[Br:8][C:9]1[CH:10]=[C:11]2C(=[CH:17][CH:18]=1)O[CH:14]([CH:19]1[CH2:24][CH2:23][O:22][CH2:21][CH2:20]1)[CH2:13]/[C:12]/2=[N:25]\[C:26]#[N:27]. The catalyst is CO. The product is [Br:8][C:9]1[CH:10]=[C:11]2[C:12]3([O:4][N:3]([CH3:2])[C:26]([NH2:27])=[N:25]3)[CH2:13][CH:14]([CH:19]3[CH2:20][CH2:21][O:22][CH2:23][CH2:24]3)[O:6][C:5]2=[CH:17][CH:18]=1. The yield is 0.400. (2) The reactants are [Cl:1][C:2]([Cl:11])([Cl:10])[C:3]([C:5]1[NH:6][CH:7]=[CH:8][CH:9]=1)=[O:4].S(Cl)([Cl:15])(=O)=O. The catalyst is C(Cl)Cl. The product is [Cl:11][C:2]([Cl:1])([Cl:10])[C:3]([C:5]1[NH:6][CH:7]=[C:8]([Cl:15])[CH:9]=1)=[O:4]. The yield is 0.610.